From a dataset of Catalyst prediction with 721,799 reactions and 888 catalyst types from USPTO. Predict which catalyst facilitates the given reaction. (1) The catalyst class is: 11. Reactant: [F:1][CH:2]([F:11])[C:3](=O)[CH2:4][C:5](OCC)=[O:6].[CH3:12][NH:13][NH2:14]. Product: [F:1][CH:2]([F:11])[C:3]1[CH:4]=[C:5]([OH:6])[N:13]([CH3:12])[N:14]=1. (2) Reactant: FC(F)(F)C([NH:5][C:6]1[C:14]2[C:9](=[CH:10][CH:11]=[C:12]([S:15]([C:18]3[CH:23]=[CH:22][CH:21]=[C:20]([F:24])[CH:19]=3)(=[O:17])=[O:16])[CH:13]=2)[N:8]([C:25]([C:38]2[CH:43]=[CH:42][CH:41]=[CH:40][CH:39]=2)([C:32]2[CH:37]=[CH:36][CH:35]=[CH:34][CH:33]=2)[C:26]2[CH:31]=[CH:30][CH:29]=[CH:28][CH:27]=2)[N:7]=1)=O.CO. Product: [F:24][C:20]1[CH:19]=[C:18]([S:15]([C:12]2[CH:13]=[C:14]3[C:9](=[CH:10][CH:11]=2)[N:8]([C:25]([C:32]2[CH:33]=[CH:34][CH:35]=[CH:36][CH:37]=2)([C:26]2[CH:27]=[CH:28][CH:29]=[CH:30][CH:31]=2)[C:38]2[CH:43]=[CH:42][CH:41]=[CH:40][CH:39]=2)[N:7]=[C:6]3[NH2:5])(=[O:17])=[O:16])[CH:23]=[CH:22][CH:21]=1. The catalyst class is: 66. (3) Reactant: [Br:1][C:2]1[CH:7]=[CH:6][C:5](I)=[CH:4][C:3]=1[OH:9].[F:10][C:11]([F:22])([F:21])[C:12]1[CH:17]=[CH:16][C:15](B(O)O)=[CH:14][CH:13]=1.C([O-])([O-])=O.[Na+].[Na+].Cl. Product: [Br:1][C:2]1[CH:7]=[CH:6][C:5]([C:15]2[CH:16]=[CH:17][C:12]([C:11]([F:22])([F:21])[F:10])=[CH:13][CH:14]=2)=[CH:4][C:3]=1[OH:9]. The catalyst class is: 109. (4) Reactant: [Br:1][C:2]1[O:6][C:5]([C:7]([OH:9])=O)=[CH:4][CH:3]=1.C1CCC(N=C=NC2CCCCC2)CC1.C1C=CC2N(O)N=NC=2C=1.[F:35][C:36]([F:48])([F:47])[C:37]([N:39]1[CH2:45][CH:44]2[CH2:46][CH:41]([CH2:42][NH:43]2)[CH2:40]1)=[O:38]. Product: [F:48][C:36]([F:35])([F:47])[C:37]([N:39]1[CH2:45][CH:44]2[CH2:46][CH:41]([CH2:42][N:43]2[C:7]([C:5]2[O:6][C:2]([Br:1])=[CH:3][CH:4]=2)=[O:9])[CH2:40]1)=[O:38]. The catalyst class is: 4. (5) Reactant: [C:1]([NH:5][C:6]1[C:7]([C:20]2[CH:25]=[CH:24][C:23]([F:26])=[CH:22][CH:21]=2)=[N:8][C:9]2[C:14]([N:15]=1)=[CH:13][C:12]([C:16]([O:18]C)=[O:17])=[CH:11][CH:10]=2)([CH3:4])([CH3:3])[CH3:2].[H-].[Na+].[CH3:29]I. The catalyst class is: 7. Product: [C:1]([N:5]([CH3:29])[C:6]1[C:7]([C:20]2[CH:25]=[CH:24][C:23]([F:26])=[CH:22][CH:21]=2)=[N:8][C:9]2[C:14]([N:15]=1)=[CH:13][C:12]([C:16]([OH:18])=[O:17])=[CH:11][CH:10]=2)([CH3:2])([CH3:4])[CH3:3].